Dataset: NCI-60 drug combinations with 297,098 pairs across 59 cell lines. Task: Regression. Given two drug SMILES strings and cell line genomic features, predict the synergy score measuring deviation from expected non-interaction effect. (1) Drug 1: C1CCC(CC1)NC(=O)N(CCCl)N=O. Drug 2: CCN(CC)CCCC(C)NC1=C2C=C(C=CC2=NC3=C1C=CC(=C3)Cl)OC. Cell line: HCC-2998. Synergy scores: CSS=32.9, Synergy_ZIP=1.65, Synergy_Bliss=-2.15, Synergy_Loewe=-10.8, Synergy_HSA=-1.65. (2) Cell line: 786-0. Drug 1: C1CCC(C1)C(CC#N)N2C=C(C=N2)C3=C4C=CNC4=NC=N3. Synergy scores: CSS=42.2, Synergy_ZIP=1.78, Synergy_Bliss=2.37, Synergy_Loewe=-21.3, Synergy_HSA=3.04. Drug 2: CC1C(C(CC(O1)OC2CC(CC3=C2C(=C4C(=C3O)C(=O)C5=CC=CC=C5C4=O)O)(C(=O)C)O)N)O.